From a dataset of Catalyst prediction with 721,799 reactions and 888 catalyst types from USPTO. Predict which catalyst facilitates the given reaction. (1) Reactant: [O:1]=[C:2]1[CH2:6][S:5][CH2:4][CH:3]1[CH2:7][C:8]1[CH:13]=[CH:12][C:11]([CH:14]([CH3:18])[C:15]([OH:17])=[O:16])=[CH:10][CH:9]=1.[BH4-].[Na+]. Product: [OH:1][CH:2]1[CH2:6][S:5][CH2:4][CH:3]1[CH2:7][C:8]1[CH:13]=[CH:12][C:11]([CH:14]([CH3:18])[C:15]([OH:17])=[O:16])=[CH:10][CH:9]=1. The catalyst class is: 8. (2) Reactant: [C:1](Cl)(=O)C.[F:5][C:6]1[CH:11]=[CH:10][C:9]([C:12]2[C:17](/[CH:18]=[CH:19]/[C@@H:20]([OH:25])[CH2:21][C:22]([OH:24])=[O:23])=[C:16]([CH:26]([CH3:28])[CH3:27])[N:15]=[C:14]([N:29]([CH3:34])[S:30]([CH3:33])(=[O:32])=[O:31])[N:13]=2)=[CH:8][CH:7]=1.C([O-])(O)=O.[Na+]. Product: [F:5][C:6]1[CH:11]=[CH:10][C:9]([C:12]2[C:17](/[CH:18]=[CH:19]/[C@@H:20]([OH:25])[CH2:21][C:22]([O:24][CH3:1])=[O:23])=[C:16]([CH:26]([CH3:28])[CH3:27])[N:15]=[C:14]([N:29]([CH3:34])[S:30]([CH3:33])(=[O:32])=[O:31])[N:13]=2)=[CH:8][CH:7]=1. The catalyst class is: 5. (3) Reactant: Cl.[CH3:2][O:3][C:4](=[O:30])[C@@H:5]([NH:8][C:9]([C:11]1[C:12]([CH3:29])=[N:13][C:14]([NH:18][CH2:19][CH2:20][CH2:21][C:22]2[CH:27]=[CH:26][CH:25]=[C:24]([OH:28])[CH:23]=2)=[N:15][C:16]=1[CH3:17])=[O:10])[CH2:6][NH2:7].[S:31]1[CH:35]=[CH:34][C:33]([C:36](O)=[O:37])=[CH:32]1.C(N(CC)CC)C.CN(C(ON1N=NC2C=CC=CC1=2)=[N+](C)C)C.F[P-](F)(F)(F)(F)F.C1C=CC2N(O)N=NC=2C=1. Product: [CH3:2][O:3][C:4](=[O:30])[C@@H:5]([NH:8][C:9]([C:11]1[C:12]([CH3:29])=[N:13][C:14]([NH:18][CH2:19][CH2:20][CH2:21][C:22]2[CH:27]=[CH:26][CH:25]=[C:24]([OH:28])[CH:23]=2)=[N:15][C:16]=1[CH3:17])=[O:10])[CH2:6][NH:7][C:36]([C:33]1[CH:34]=[CH:35][S:31][CH:32]=1)=[O:37]. The catalyst class is: 163. (4) The catalyst class is: 5. Product: [F:1][C:2]1[CH:3]=[C:4]([N:9]2[CH2:10][CH2:11][C@@H:12]([OH:16])[C:13]2=[O:14])[CH:5]=[C:6]([F:8])[CH:7]=1. Reactant: [F:1][C:2]1[CH:3]=[C:4]([NH:9][CH2:10][CH2:11][C@H:12]2[O:16]C(C)(C)[O:14][C:13]2=O)[CH:5]=[C:6]([F:8])[CH:7]=1.O.C1(C)C=CC(S(O)(=O)=O)=CC=1.C(OCC)C. (5) Reactant: [H-].[Na+].[Br:3][C:4]1[CH:9]=[C:8]([Br:10])[N:7]=[C:6]([C:11]([O:13][CH3:14])=[O:12])[C:5]=1[OH:15].[CH2:16](Cl)[C:17]1[CH:22]=[CH:21][CH:20]=[CH:19][CH:18]=1. Product: [Br:3][C:4]1[CH:9]=[C:8]([Br:10])[N:7]=[C:6]([C:11]([O:13][CH3:14])=[O:12])[C:5]=1[O:15][CH2:16][C:17]1[CH:22]=[CH:21][CH:20]=[CH:19][CH:18]=1. The catalyst class is: 6. (6) Reactant: C(OC([N:8]1[CH2:16][C:15]2[C:14]([N:17]([CH3:19])[CH3:18])=[N:13][CH:12]=[N:11][C:10]=2[CH2:9]1)=O)(C)(C)C.Cl. Product: [N:11]1[C:10]2[CH2:9][NH:8][CH2:16][C:15]=2[C:14]([N:17]([CH3:19])[CH3:18])=[N:13][CH:12]=1. The catalyst class is: 12. (7) Reactant: [NH2:1][CH2:2][CH2:3][CH2:4][CH:5]1[C:13]2[C:8](=[CH:9][C:10]([O:14][CH3:15])=[CH:11][CH:12]=2)[NH:7][C:6]1=[O:16].Cl.[C:18]([O-:21])(=[O:20])C.[Na+].[C:23]([Si:27]([CH3:33])([CH3:32])[O:28][CH2:29][CH:30]=O)([CH3:26])([CH3:25])[CH3:24]. Product: [Si:27]([O:28][CH2:29][CH:30]1[C:5]2([C:13]3[C:8](=[CH:9][C:10]([O:14][CH3:15])=[CH:11][CH:12]=3)[N:7]([C:18]([O:21][C:5]([CH3:13])([CH3:6])[CH3:4])=[O:20])[C:6]2=[O:16])[CH2:4][CH2:3][CH2:2][NH:1]1)([C:23]([CH3:26])([CH3:25])[CH3:24])([CH3:33])[CH3:32]. The catalyst class is: 8. (8) Reactant: [O:1]([C:8]1[CH:13]=[CH:12][C:11]([C:14]2[C:25]([C:26]([NH2:28])=[O:27])=[C:17]3[NH:18][C:19]4[CH:20]=[N:21][CH:22]=[CH:23][C:24]=4[N:16]3[N:15]=2)=[CH:10][CH:9]=1)[C:2]1[CH:7]=[CH:6][CH:5]=[CH:4][CH:3]=1.[CH2:29](Br)[C:30]1[CH:35]=[CH:34][CH:33]=[CH:32][CH:31]=1.[BH4-].[Na+].O. Product: [CH2:29]([N:21]1[CH2:22][CH2:23][C:24]2[N:16]3[N:15]=[C:14]([C:11]4[CH:10]=[CH:9][C:8]([O:1][C:2]5[CH:7]=[CH:6][CH:5]=[CH:4][CH:3]=5)=[CH:13][CH:12]=4)[C:25]([C:26]([NH2:28])=[O:27])=[C:17]3[NH:18][C:19]=2[CH2:20]1)[C:30]1[CH:35]=[CH:34][CH:33]=[CH:32][CH:31]=1. The catalyst class is: 76.